Dataset: Forward reaction prediction with 1.9M reactions from USPTO patents (1976-2016). Task: Predict the product of the given reaction. The product is: [Cl:27][C:11]1[CH:12]=[CH:13][C:14]2[CH2:15][N:16]([CH3:26])[CH2:17][CH:18]([C:20]3[S:21][C:22]([CH3:25])=[CH:23][N:24]=3)[O:19][C:9]=2[N:10]=1. Given the reactants CC([O-])(CC)C.[K+].Cl[C:9]1[C:14]([CH2:15][N:16]([CH3:26])[CH2:17][CH:18]([C:20]2[S:21][C:22]([CH3:25])=[CH:23][N:24]=2)[OH:19])=[CH:13][CH:12]=[C:11]([Cl:27])[N:10]=1, predict the reaction product.